From a dataset of Reaction yield outcomes from USPTO patents with 853,638 reactions. Predict the reaction yield, written as a fraction of the theoretical maximum amount of product (1.0 means a 100% yield; for example, 0.34 means a 34% yield). (1) The reactants are Cl.[Cl:2][C:3]1[CH:8]=[CH:7][C:6]([C:9]2[CH2:10][CH2:11][NH:12][CH2:13][CH:14]=2)=[CH:5][CH:4]=1.[H][H]. The catalyst is C(O)C.[Pt]=O. The product is [ClH:2].[Cl:2][C:3]1[CH:8]=[CH:7][C:6]([CH:9]2[CH2:10][CH2:11][NH:12][CH2:13][CH2:14]2)=[CH:5][CH:4]=1. The yield is 0.940. (2) The reactants are [CH3:1][O:2][C:3]1[CH:30]=[CH:29][C:6]([CH2:7][N:8]2[C:12](I)=[C:11]([C:14]3[CH:19]=[CH:18][CH:17]=[CH:16][CH:15]=3)[N:10]=[C:9]2[CH2:20][O:21][Si](C(C)(C)C)(C)C)=[CH:5][CH:4]=1.[CH:31]([S:34]([N:37]1[C:41]2[CH:42]=[C:43](B(O)O)[CH:44]=[CH:45][C:40]=2[N:39]=[C:38]1[NH2:49])(=[O:36])=[O:35])([CH3:33])[CH3:32].C(=O)([O-])[O-].[Na+].[Na+]. The catalyst is C1(C)C=CC=CC=1.C(O)C.Cl.O.CCOC(C)=O.Cl[Pd](Cl)([P](C1C=CC=CC=1)(C1C=CC=CC=1)C1C=CC=CC=1)[P](C1C=CC=CC=1)(C1C=CC=CC=1)C1C=CC=CC=1. The product is [CH:31]([S:34]([N:37]1[C:41]2[CH:42]=[C:43]([C:12]3[N:8]([CH2:7][C:6]4[CH:5]=[CH:4][C:3]([O:2][CH3:1])=[CH:30][CH:29]=4)[C:9]([CH2:20][OH:21])=[N:10][C:11]=3[C:14]3[CH:19]=[CH:18][CH:17]=[CH:16][CH:15]=3)[CH:44]=[CH:45][C:40]=2[N:39]=[C:38]1[NH2:49])(=[O:35])=[O:36])([CH3:33])[CH3:32]. The yield is 0.360. (3) The reactants are [NH2:1][C:2]1[S:3][CH:4]=[C:5]([C:7]2[CH:12]=[CH:11][C:10]([Cl:13])=[CH:9][CH:8]=2)[N:6]=1.[C:14]1([C:20]2[O:24][N:23]=[CH:22][C:21]=2[CH2:25][C:26](O)=[O:27])[CH:19]=[CH:18][CH:17]=[CH:16][CH:15]=1.O.ON1C2C=CC=CC=2N=N1.Cl.C(N=C=NCCCN(C)C)C. The catalyst is O.CN(C)C=O. The product is [Cl:13][C:10]1[CH:9]=[CH:8][C:7]([C:5]2[N:6]=[C:2]([NH:1][C:26](=[O:27])[CH2:25][C:21]3[CH:22]=[N:23][O:24][C:20]=3[C:14]3[CH:15]=[CH:16][CH:17]=[CH:18][CH:19]=3)[S:3][CH:4]=2)=[CH:12][CH:11]=1. The yield is 0.790. (4) The reactants are [Br:1][C:2]1[CH:21]=[CH:20][CH:19]=[CH:18][C:3]=1[CH2:4][N:5]1[C:10]2[N:11]=[C:12](SC)[N:13]=[CH:14][C:9]=2[CH:8]=[CH:7][C:6]1=[O:17].O[O:23][S:24]([O-:26])=O.[K+].[CH3:28]O. The catalyst is O. The product is [Br:1][C:2]1[CH:21]=[CH:20][CH:19]=[CH:18][C:3]=1[CH2:4][N:5]1[C:10]2[N:11]=[C:12]([S:24]([CH3:28])(=[O:26])=[O:23])[N:13]=[CH:14][C:9]=2[CH:8]=[CH:7][C:6]1=[O:17]. The yield is 0.650. (5) The reactants are Br[C:2]1[CH:7]=[CH:6][C:5]([CH:8]([C:16]2[CH:21]=[CH:20][CH:19]=[CH:18][CH:17]=2)[C:9]([CH3:15])([CH3:14])[C:10]([O:12][CH3:13])=[O:11])=[CH:4][CH:3]=1.[NH:22]1[CH2:27][CH2:26][CH2:25][CH2:24][CH2:23]1.C(P(C(C)(C)C)C1C=CC=CC=1C1C=CC=CC=1)(C)(C)C.CC(C)([O-])C.[Na+]. The catalyst is C1(C)C=CC=CC=1.C([O-])(=O)C.[Pd+2].C([O-])(=O)C. The product is [CH3:14][C:9]([CH3:15])([CH:8]([C:16]1[CH:21]=[CH:20][CH:19]=[CH:18][CH:17]=1)[C:5]1[CH:6]=[CH:7][C:2]([N:22]2[CH2:27][CH2:26][CH2:25][CH2:24][CH2:23]2)=[CH:3][CH:4]=1)[C:10]([O:12][CH3:13])=[O:11]. The yield is 0.820. (6) The reactants are Cl[C:2]1[CH:3]=[CH:4][C:5]2[O:6][CH2:7][CH2:8][C:9]3[CH:15]=[C:14]([C:16]4[N:20]([C:21]5[CH:26]=[CH:25][C:24]([F:27])=[CH:23][C:22]=5[F:28])[N:19]=[CH:18][N:17]=4)[S:13][C:10]=3[C:11]=2[N:12]=1.C([O-])(=O)C.[K+].[CH3:34][C:35]1[C:40](B(O)O)=[CH:39][CH:38]=[CH:37][N:36]=1. The catalyst is C(#N)C.O.C1C=CC([P]([Pd]([P](C2C=CC=CC=2)(C2C=CC=CC=2)C2C=CC=CC=2)([P](C2C=CC=CC=2)(C2C=CC=CC=2)C2C=CC=CC=2)[P](C2C=CC=CC=2)(C2C=CC=CC=2)C2C=CC=CC=2)(C2C=CC=CC=2)C2C=CC=CC=2)=CC=1. The product is [CH3:34][C:35]1[C:40]([C:2]2[CH:3]=[CH:4][C:5]3[O:6][CH2:7][CH2:8][C:9]4[CH:15]=[C:14]([C:16]5[N:20]([C:21]6[CH:26]=[CH:25][C:24]([F:27])=[CH:23][C:22]=6[F:28])[N:19]=[CH:18][N:17]=5)[S:13][C:10]=4[C:11]=3[N:12]=2)=[CH:39][CH:38]=[CH:37][N:36]=1. The yield is 0.700. (7) The reactants are Cl.Cl.[F:3][C:4]1[CH:5]=[CH:6][C:7]2[N:11]=[C:10]([C@@H:12]([NH2:14])[CH3:13])[N:9]([C:15]3[CH:20]=[CH:19][CH:18]=[CH:17][CH:16]=3)[C:8]=2[CH:21]=1.Cl[C:23]1[N:31]=[C:30]([NH:32][C:33](=[O:35])[CH3:34])[N:29]=[C:28]2[C:24]=1[N:25]=[CH:26][NH:27]2.CCN(C(C)C)C(C)C. The catalyst is CC(O)C.C(Cl)Cl.CO. The product is [F:3][C:4]1[CH:5]=[CH:6][C:7]2[N:11]=[C:10]([C@@H:12]([NH:14][C:23]3[N:31]=[C:30]([NH:32][C:33](=[O:35])[CH3:34])[N:29]=[C:28]4[C:24]=3[N:25]=[CH:26][NH:27]4)[CH3:13])[N:9]([C:15]3[CH:16]=[CH:17][CH:18]=[CH:19][CH:20]=3)[C:8]=2[CH:21]=1. The yield is 0.230. (8) The catalyst is O1CCCC1. The product is [N+:1]([C:4]1[CH:5]=[C:6]([CH2:10][CH2:11][CH2:12][OH:13])[CH:7]=[CH:8][CH:9]=1)([O-:3])=[O:2]. The yield is 0.970. The reactants are [N+:1]([C:4]1[CH:5]=[C:6]([CH2:10][CH2:11][C:12](O)=[O:13])[CH:7]=[CH:8][CH:9]=1)([O-:3])=[O:2].B. (9) The reactants are [N+:1]([C:4]1[CH:5]=[C:6]2[C:10](=[CH:11][CH:12]=1)[NH:9][N:8]=[C:7]2[C:13](O)=[O:14])([O-])=O.[AlH4-].[Li+].O.[OH-].[Na+]. The catalyst is C1COCC1. The product is [NH2:1][C:4]1[CH:5]=[C:6]2[C:10](=[CH:11][CH:12]=1)[NH:9][N:8]=[C:7]2[CH2:13][OH:14]. The yield is 0.150. (10) The reactants are [OH:1][C:2]1[C:3]([C:17](=O)[CH3:18])=[CH:4][S:5][C:6]=1[C:7]1[CH:16]=[CH:15][C:14]2[CH2:13][CH2:12][CH2:11][CH2:10][C:9]=2[CH:8]=1.[NH:20]1[C:24]([C:25]2[CH:34]=[CH:33][C:28]([C:29]([NH:31][NH2:32])=[O:30])=[CH:27][CH:26]=2)=[N:23][N:22]=[N:21]1.Cl.O. The catalyst is CN(C)C=O. The product is [OH:1][C:2]1[C:3]([C:17](=[N:32][NH:31][C:29](=[O:30])[C:28]2[CH:33]=[CH:34][C:25]([C:24]3[NH:23][N:22]=[N:21][N:20]=3)=[CH:26][CH:27]=2)[CH3:18])=[CH:4][S:5][C:6]=1[C:7]1[CH:16]=[CH:15][C:14]2[CH2:13][CH2:12][CH2:11][CH2:10][C:9]=2[CH:8]=1. The yield is 0.0200.